This data is from Forward reaction prediction with 1.9M reactions from USPTO patents (1976-2016). The task is: Predict the product of the given reaction. Given the reactants [C:1]([C:3]1[CH:8]=[CH:7][C:6](B(O)O)=[CH:5][CH:4]=1)#[N:2].Cl[C:13]1[CH:14]=[C:15]([O:30][CH2:31][C@@H:32]2[CH2:36][CH2:35][N:34]([C:37]([O:39][C:40]([CH3:43])([CH3:42])[CH3:41])=[O:38])[CH2:33]2)[C:16]2[N:17]([C:26](=[O:29])[NH:27][N:28]=2)[C:18]=1[C:19]1[CH:24]=[CH:23][C:22]([CH3:25])=[CH:21][CH:20]=1.C(=O)([O-])[O-].[Na+].[Na+], predict the reaction product. The product is: [C:1]([C:3]1[CH:8]=[CH:7][C:6]([C:13]2[CH:14]=[C:15]([O:30][CH2:31][C@@H:32]3[CH2:36][CH2:35][N:34]([C:37]([O:39][C:40]([CH3:43])([CH3:42])[CH3:41])=[O:38])[CH2:33]3)[C:16]3[N:17]([C:26](=[O:29])[NH:27][N:28]=3)[C:18]=2[C:19]2[CH:24]=[CH:23][C:22]([CH3:25])=[CH:21][CH:20]=2)=[CH:5][CH:4]=1)#[N:2].